From a dataset of Catalyst prediction with 721,799 reactions and 888 catalyst types from USPTO. Predict which catalyst facilitates the given reaction. Reactant: [CH3:1][N:2]1[C:14]2[CH2:13][CH2:12][C@@H:11]([CH:15]3[CH2:20][CH2:19][O:18][CH2:17][CH2:16]3)[CH2:10][C:9]=2[C:8]2[C:3]1=[CH:4][CH:5]=[C:6]([C:21]([O:23]C)=[O:22])[CH:7]=2.[OH-].[Li+]. Product: [CH3:1][N:2]1[C:14]2[CH2:13][CH2:12][C@@H:11]([CH:15]3[CH2:16][CH2:17][O:18][CH2:19][CH2:20]3)[CH2:10][C:9]=2[C:8]2[C:3]1=[CH:4][CH:5]=[C:6]([C:21]([OH:23])=[O:22])[CH:7]=2. The catalyst class is: 12.